This data is from Forward reaction prediction with 1.9M reactions from USPTO patents (1976-2016). The task is: Predict the product of the given reaction. (1) Given the reactants [CH:1]1([CH2:5][OH:6])[CH2:4][CH2:3][CH2:2]1.N1C=CC=CC=1.[S:13](Cl)([C:16]1[CH:22]=[CH:21][C:19]([CH3:20])=[CH:18][CH:17]=1)(=[O:15])=[O:14].O, predict the reaction product. The product is: [CH3:20][C:19]1[CH:21]=[CH:22][C:16]([S:13]([O:6][CH2:5][CH:1]2[CH2:4][CH2:3][CH2:2]2)(=[O:15])=[O:14])=[CH:17][CH:18]=1. (2) Given the reactants [NH2:1][C:2]1[N:7]=[C:6]([NH:8][C@@H:9]([CH2:13][CH2:14][CH3:15])[CH2:10][CH2:11][OH:12])[C:5]([CH2:16][C:17]2[CH:35]=[CH:34][C:20]([CH2:21][N:22]3[CH2:26][CH2:25][CH2:24][C@@H:23]3[C:27]([O:29]C(C)(C)C)=[O:28])=[CH:19][C:18]=2[O:36][CH3:37])=[C:4]([CH3:38])[N:3]=1.FC(F)(F)C(O)=O.CO, predict the reaction product. The product is: [NH2:1][C:2]1[N:7]=[C:6]([NH:8][C@@H:9]([CH2:13][CH2:14][CH3:15])[CH2:10][CH2:11][OH:12])[C:5]([CH2:16][C:17]2[CH:35]=[CH:34][C:20]([CH2:21][N:22]3[CH2:26][CH2:25][CH2:24][C@@H:23]3[C:27]([OH:29])=[O:28])=[CH:19][C:18]=2[O:36][CH3:37])=[C:4]([CH3:38])[N:3]=1. (3) Given the reactants [Cl:1][C:2]1[CH:3]=[C:4]([NH:16][C:17]2[C:26]3[C:21](=[CH:22][C:23]([O:28][C@H:29]4[CH2:33][CH2:32][O:31][CH2:30]4)=[C:24]([NH2:27])[CH:25]=3)[N:20]=[CH:19][N:18]=2)[CH:5]=[CH:6][C:7]=1[O:8][CH2:9][C:10]1[CH:15]=[CH:14][CH:13]=[CH:12][N:11]=1.[Br:34][CH2:35]/[CH:36]=[CH:37]/[C:38](Cl)=[O:39].O, predict the reaction product. The product is: [Br:34][CH2:35]/[CH:36]=[CH:37]/[C:38]([NH:27][C:24]1[CH:25]=[C:26]2[C:21](=[CH:22][C:23]=1[O:28][C@H:29]1[CH2:33][CH2:32][O:31][CH2:30]1)[N:20]=[CH:19][N:18]=[C:17]2[NH:16][C:4]1[CH:5]=[CH:6][C:7]([O:8][CH2:9][C:10]2[CH:15]=[CH:14][CH:13]=[CH:12][N:11]=2)=[C:2]([Cl:1])[CH:3]=1)=[O:39].